From a dataset of Full USPTO retrosynthesis dataset with 1.9M reactions from patents (1976-2016). Predict the reactants needed to synthesize the given product. (1) Given the product [CH:1]1([N:4]2[C:10]3[C:9](=[CH:14][CH:13]=[C:12]([F:15])[C:11]=3[O:16][CH:17]([F:19])[F:18])[C:8](=[O:21])[NH:7][C:5]2=[O:6])[CH2:3][CH2:2]1, predict the reactants needed to synthesize it. The reactants are: [CH:1]1([NH:4][C:5]([NH:7][C:8](=[O:21])[C:9]2[CH:14]=[CH:13][C:12]([F:15])=[C:11]([O:16][CH:17]([F:19])[F:18])[C:10]=2F)=[O:6])[CH2:3][CH2:2]1.[H-].[Na+].Cl. (2) Given the product [OH:10][C:11]1[C:2]([CH3:1])=[CH:3][CH:4]=[C:5]2[C:6]=1[CH2:7][CH2:8][C:9]2=[O:12], predict the reactants needed to synthesize it. The reactants are: [CH3:1][C:2]1[CH:3]=[CH:4][CH:5]=[C:6]2[C:11]=1[O:10][C:9](=[O:12])[CH2:8][CH2:7]2.[Cl-].[Cl-].[Cl-].[Al+3].O. (3) Given the product [OH:30][C@@H:28]1[CH2:29][C@H:26]([CH2:24][N:23]([CH3:16])[C:9](=[O:10])[O:11][C:12]([CH3:13])([CH3:14])[CH3:15])[CH2:27]1, predict the reactants needed to synthesize it. The reactants are: [CH3:13][C:12]([O:11][C:9](O[C:9]([O:11][C:12]([CH3:15])([CH3:14])[CH3:13])=[O:10])=[O:10])([CH3:15])[CH3:14].[CH2:16]([N:23](C)[C:24]([CH:26]1[CH2:29][C:28](=[O:30])[CH2:27]1)=O)C1C=CC=CC=1.CNC[C@@H]1C[C@H](O)C1.CCN(CC)CC. (4) Given the product [CH3:35][O:36][C:3]1[C:2]([C:30]2[CH:31]=[N:26][CH:27]=[N:28][CH:29]=2)=[CH:21][C:6]([C:7]([NH:9][C:10]2[CH:15]=[CH:14][C:13]([O:16][C:17]([F:20])([F:19])[F:18])=[CH:12][CH:11]=2)=[O:8])=[CH:5][N:4]=1, predict the reactants needed to synthesize it. The reactants are: Br[C:2]1[C:3](Cl)=[N:4][CH:5]=[C:6]([CH:21]=1)[C:7]([NH:9][C:10]1[CH:15]=[CH:14][C:13]([O:16][C:17]([F:20])([F:19])[F:18])=[CH:12][CH:11]=1)=[O:8].C[O-].[Na+].[N:26]1[CH:31]=[C:30](B(O)O)[CH:29]=[N:28][CH:27]=1.[C:35]([O-])([O-])=[O:36].[Na+].[Na+]. (5) The reactants are: Br[C:2]1[CH:3]=[C:4]([CH:19]=[CH:20][C:21]=1[N:22]1[CH2:26][CH2:25][C@@H:24]([OH:27])[CH2:23]1)[C:5]([NH:7][C:8]1[CH:13]=[CH:12][C:11]([O:14][C:15]([F:18])([F:17])[F:16])=[CH:10][CH:9]=1)=[O:6].[CH3:28][C:29]1[N:34]=[CH:33][C:32](B2OC(C)(C)C(C)(C)O2)=[CH:31][N:30]=1. Given the product [OH:27][C@@H:24]1[CH2:25][CH2:26][N:22]([C:21]2[CH:20]=[CH:19][C:4]([C:5]([NH:7][C:8]3[CH:13]=[CH:12][C:11]([O:14][C:15]([F:18])([F:17])[F:16])=[CH:10][CH:9]=3)=[O:6])=[CH:3][C:2]=2[C:32]2[CH:31]=[N:30][C:29]([CH3:28])=[N:34][CH:33]=2)[CH2:23]1, predict the reactants needed to synthesize it. (6) Given the product [ClH:28].[ClH:28].[NH:16]1[C:17]2[C:13](=[CH:12][C:11]([C:10]3[C:3]4[C:4](=[N:5][CH:6]=[N:7][C:2]=4[NH2:1])[N:8]([CH3:27])[N:9]=3)=[CH:19][CH:18]=2)[CH2:14][CH2:15]1, predict the reactants needed to synthesize it. The reactants are: [NH2:1][C:2]1[N:7]=[CH:6][N:5]=[C:4]2[N:8]([CH3:27])[N:9]=[C:10]([C:11]3[CH:12]=[C:13]4[C:17](=[CH:18][CH:19]=3)[N:16](C(OC(C)(C)C)=O)[CH2:15][CH2:14]4)[C:3]=12.[ClH:28].